From a dataset of Full USPTO retrosynthesis dataset with 1.9M reactions from patents (1976-2016). Predict the reactants needed to synthesize the given product. (1) Given the product [CH3:49][O:50][C:4]1[CH:13]=[C:12]2[C:7]([CH:8]=[C:9]([C:15]([N:17]3[CH2:22][CH2:21][N:20]([C:23]([C:25]4[CH:30]=[C:29]([N:31]5[C:35](=[O:36])[CH:34]=[C:33]([CH3:37])[C:32]5=[O:38])[CH:28]=[C:27]([N:39]5[C:43](=[O:44])[CH:42]=[C:41]([CH3:45])[C:40]5=[O:46])[CH:26]=4)=[O:24])[CH2:19][CH2:18]3)=[O:16])[C:10](=[O:14])[O:11]2)=[CH:6][CH:5]=1, predict the reactants needed to synthesize it. The reactants are: C(N(CC)[C:4]1[CH:13]=[C:12]2[C:7]([CH:8]=[C:9]([C:15]([N:17]3[CH2:22][CH2:21][N:20]([C:23]([C:25]4[CH:26]=[C:27]([N:39]5[C:43](=[O:44])[CH:42]=[C:41]([CH3:45])[C:40]5=[O:46])[CH:28]=[C:29]([N:31]5[C:35](=[O:36])[CH:34]=[C:33]([CH3:37])[C:32]5=[O:38])[CH:30]=4)=[O:24])[CH2:19][CH2:18]3)=[O:16])[C:10](=[O:14])[O:11]2)=[CH:6][CH:5]=1)C.[CH3:49][O:50]C1C=C2C(C=C(C(N3CCNCC3)=O)C(=O)O2)=CC=1. (2) Given the product [Br:20][C:21]1[C:26]([F:27])=[CH:25][CH:24]=[CH:23][C:22]=1[CH2:28][N:14]1[N:18]=[N:17][C:16]([CH3:19])=[N:15]1, predict the reactants needed to synthesize it. The reactants are: ClC1C=CC(/C=C/C(O)=O)=C(C[N:14]2[N:18]=[N:17][C:16]([CH3:19])=[N:15]2)C=1.[Br:20][C:21]1[C:26]([F:27])=[CH:25][CH:24]=[CH:23][C:22]=1[CH2:28]Br.CC1NN=NN=1. (3) Given the product [OH:14][CH:15]([C:19]1[CH:24]=[CH:23][C:22]([S:25][CH3:26])=[CH:21][CH:20]=1)[C:16]([N:10]1[CH2:11][CH2:12][CH2:13][CH:9]1[C:5]1[CH:6]=[CH:7][CH:8]=[C:3]([O:2][CH3:1])[CH:4]=1)=[O:17], predict the reactants needed to synthesize it. The reactants are: [CH3:1][O:2][C:3]1[CH:4]=[C:5]([CH:9]2[CH2:13][CH2:12][CH2:11][NH:10]2)[CH:6]=[CH:7][CH:8]=1.[OH:14][CH:15]([C:19]1[CH:24]=[CH:23][C:22]([S:25][CH3:26])=[CH:21][CH:20]=1)[C:16](O)=[O:17].F[P-](F)(F)(F)(F)F.N1(OC(N(C)C)=[N+](C)C)C2C=CC=CC=2N=N1.CCN(C(C)C)C(C)C.